From a dataset of Forward reaction prediction with 1.9M reactions from USPTO patents (1976-2016). Predict the product of the given reaction. (1) Given the reactants [Cl:1][C:2]1[CH:21]=[CH:20][C:5]([CH2:6][C@@H:7]2[CH2:12][N:11]([CH2:13][C:14]3[CH:19]=[CH:18][CH:17]=[CH:16][CH:15]=3)[CH2:10][CH2:9][NH:8]2)=[CH:4][C:3]=1[OH:22].C(N(CC)CC)C.[Si:30](Cl)([C:33]([CH3:36])([CH3:35])[CH3:34])([CH3:32])[CH3:31].O, predict the reaction product. The product is: [CH2:13]([N:11]1[CH2:10][CH2:9][NH:8][C@H:7]([CH2:6][C:5]2[CH:20]=[CH:21][C:2]([Cl:1])=[C:3]([O:22][Si:30]([C:33]([CH3:36])([CH3:35])[CH3:34])([CH3:32])[CH3:31])[CH:4]=2)[CH2:12]1)[C:14]1[CH:19]=[CH:18][CH:17]=[CH:16][CH:15]=1. (2) The product is: [Cl:7][C:8]1[CH:13]=[C:12]([C:21]2[CH:22]=[N:23][C:18]([C:17]([F:28])([F:27])[F:16])=[CH:19][CH:20]=2)[CH:11]=[C:10]([Cl:15])[N:9]=1. Given the reactants C(=O)([O-])[O-].[K+].[K+].[Cl:7][C:8]1[CH:13]=[C:12](I)[CH:11]=[C:10]([Cl:15])[N:9]=1.[F:16][C:17]([F:28])([F:27])[C:18]1[N:23]=[CH:22][C:21](B(O)O)=[CH:20][CH:19]=1.O, predict the reaction product. (3) Given the reactants [N+:1]([O-:4])(O)=[O:2].[O:5]1[C:9]2[CH:10]=[CH:11][C:12]([NH:14][C:15](=[O:17])[CH3:16])=[CH:13][C:8]=2[O:7][CH2:6]1, predict the reaction product. The product is: [N+:1]([C:11]1[C:12]([NH:14][C:15](=[O:17])[CH3:16])=[CH:13][C:8]2[O:7][CH2:6][O:5][C:9]=2[CH:10]=1)([O-:4])=[O:2]. (4) Given the reactants Br[C:2]1[CH:7]=[CH:6][CH:5]=[C:4]([Br:8])[N:3]=1.[Li]CCCC.C1C[O:17][CH2:16]C1, predict the reaction product. The product is: [Br:8][C:4]1[CH:5]=[CH:6][CH:7]=[C:2]([CH:16]=[O:17])[N:3]=1. (5) The product is: [CH3:1][N:2]1[CH:6]=[CH:5][C:4]([NH:7][C:8]([C:10]2[C:15]([NH:16][C:17]3[CH:18]=[N:19][CH:20]=[C:21]([C:31]([F:34])([F:33])[F:32])[CH:22]=3)=[CH:14][CH:13]=[C:12]([CH3:23])[N:11]=2)=[O:9])=[N:3]1. Given the reactants [CH3:1][N:2]1[CH:6]=[CH:5][C:4]([NH:7][C:8]([C:10]2[C:15]([NH:16][C:17]3[CH:18]=[N:19][CH:20]=[CH:21][CH:22]=3)=[CH:14][CH:13]=[C:12]([CH3:23])[N:11]=2)=[O:9])=[N:3]1.BrC1C=NC=C([C:31]([F:34])([F:33])[F:32])C=1, predict the reaction product. (6) Given the reactants [CH2:1]([O:8][C:9]1[CH:14]=[C:13]([O:15][CH2:16][C:17]2[CH:22]=[CH:21][CH:20]=[CH:19][CH:18]=2)[C:12]([C:23]([CH3:25])=[CH2:24])=[CH:11][C:10]=1[C:26]([N:28]1[CH2:36][C:35]2[C:30](=[CH:31][CH:32]=[CH:33][C:34]=2[OH:37])[CH2:29]1)=[O:27])[C:2]1[CH:7]=[CH:6][CH:5]=[CH:4][CH:3]=1.Cl[CH2:39][CH2:40][CH2:41][N:42]1[CH2:47][CH2:46][O:45][CH2:44][CH2:43]1.C(=O)([O-])[O-].[Cs+].[Cs+], predict the reaction product. The product is: [CH2:1]([O:8][C:9]1[CH:14]=[C:13]([O:15][CH2:16][C:17]2[CH:22]=[CH:21][CH:20]=[CH:19][CH:18]=2)[C:12]([C:23]([CH3:25])=[CH2:24])=[CH:11][C:10]=1[C:26]([N:28]1[CH2:36][C:35]2[C:30](=[CH:31][CH:32]=[CH:33][C:34]=2[O:37][CH2:39][CH2:40][CH2:41][N:42]2[CH2:47][CH2:46][O:45][CH2:44][CH2:43]2)[CH2:29]1)=[O:27])[C:2]1[CH:7]=[CH:6][CH:5]=[CH:4][CH:3]=1. (7) The product is: [NH2:21][C:13]1[N:14]2[CH2:18][CH2:17][CH2:16][N:15]2[C:19](=[O:20])[C:12]=1/[N:11]=[C:28]1/[C:23]([NH2:22])=[C:24]([Cl:31])[C:25](=[O:30])[C:26]([CH3:29])=[CH:27]/1. Given the reactants CS(O)(=O)=O.CS(O)(=O)=O.[NH2:11][C:12]1[C:19](=[O:20])[N:15]2[CH2:16][CH2:17][CH2:18][N:14]2[C:13]=1[NH2:21].[NH2:22][C:23]1[C:24]([Cl:31])=[C:25]([OH:30])[C:26]([CH3:29])=[CH:27][CH:28]=1.N.OO, predict the reaction product.